From a dataset of Full USPTO retrosynthesis dataset with 1.9M reactions from patents (1976-2016). Predict the reactants needed to synthesize the given product. The reactants are: [NH2:1][C:2]1[N:6]([C:7]2[CH:12]=[CH:11][CH:10]=CC=2OC)[N:5]=[CH:4][C:3]=1[C:15]([NH2:17])=[O:16].NC1N(C2CCC2)N=CC=1C#N. Given the product [NH2:1][C:2]1[N:6]([CH:7]2[CH2:12][CH2:11][CH2:10]2)[N:5]=[CH:4][C:3]=1[C:15]([NH2:17])=[O:16], predict the reactants needed to synthesize it.